From a dataset of Reaction yield outcomes from USPTO patents with 853,638 reactions. Predict the reaction yield, written as a fraction of the theoretical maximum amount of product (1.0 means a 100% yield; for example, 0.34 means a 34% yield). (1) The reactants are Cl.[CH2:2]([N:9]1[CH2:14][CH2:13][C@@H:12]([F:15])[C@H:11]([NH:16]P(=O)(OCC)OCC)[CH2:10]1)[C:3]1[CH:8]=[CH:7][CH:6]=[CH:5][CH:4]=1.[CH3:25][C:26]([O:29][C:30](O[C:30]([O:29][C:26]([CH3:28])([CH3:27])[CH3:25])=[O:31])=[O:31])([CH3:28])[CH3:27].C(OCC)(=O)C. The catalyst is O1CCOCC1.C1COCC1.[OH-].[Na+]. The product is [CH2:2]([N:9]1[CH2:14][CH2:13][C@@H:12]([F:15])[C@H:11]([NH:16][C:30](=[O:31])[O:29][C:26]([CH3:28])([CH3:27])[CH3:25])[CH2:10]1)[C:3]1[CH:4]=[CH:5][CH:6]=[CH:7][CH:8]=1. The yield is 0.670. (2) The reactants are [OH:1][C:2]1[CH:7]=[CH:6][C:5](B(O)O)=[CH:4][CH:3]=1.[NH2:11][C:12]1[N:13]=[C:14]([N:23]2[CH2:28][CH2:27][N:26]([C:29](=[O:39])[CH2:30][O:31][C:32]3[CH:37]=[CH:36][C:35]([Cl:38])=[CH:34][CH:33]=3)[CH2:25][CH2:24]2)[C:15]2[N:21]=[C:20](Cl)[CH:19]=[CH:18][C:16]=2[N:17]=1. No catalyst specified. The product is [NH2:11][C:12]1[N:13]=[C:14]([N:23]2[CH2:24][CH2:25][N:26]([C:29](=[O:39])[CH2:30][O:31][C:32]3[CH:37]=[CH:36][C:35]([Cl:38])=[CH:34][CH:33]=3)[CH2:27][CH2:28]2)[C:15]2[N:21]=[C:20]([C:5]3[CH:6]=[CH:7][C:2]([OH:1])=[CH:3][CH:4]=3)[CH:19]=[CH:18][C:16]=2[N:17]=1. The yield is 1.00. (3) The reactants are [F:1][CH:2]([F:38])[C:3]1[N:7]([C:8]2[N:13]=[C:12]([N:14]3[CH2:19][CH2:18][O:17][CH2:16][CH2:15]3)[N:11]=[C:10]([N:20]3[CH2:25][CH2:24][N:23]([C:26]([O:28][C:29]([CH3:32])([CH3:31])[CH3:30])=[O:27])[CH2:22][CH2:21]3)[N:9]=2)[C:6]2[CH:33]=[CH:34][CH:35]=[C:36]([OH:37])[C:5]=2[N:4]=1.Br[CH2:40][CH2:41][CH2:42][OH:43].C([O-])([O-])=O.[K+].[K+].O. The catalyst is CN(C=O)C. The product is [F:38][CH:2]([F:1])[C:3]1[N:7]([C:8]2[N:13]=[C:12]([N:14]3[CH2:15][CH2:16][O:17][CH2:18][CH2:19]3)[N:11]=[C:10]([N:20]3[CH2:25][CH2:24][N:23]([C:26]([O:28][C:29]([CH3:32])([CH3:30])[CH3:31])=[O:27])[CH2:22][CH2:21]3)[N:9]=2)[C:6]2[CH:33]=[CH:34][CH:35]=[C:36]([O:37][CH2:40][CH2:41][CH2:42][OH:43])[C:5]=2[N:4]=1. The yield is 0.990. (4) The reactants are [Cl:1][C:2]1[CH:3]=[C:4]([N+:13]([O-])=O)[C:5]([CH3:12])=[C:6]([CH:11]=1)[C:7]([O:9][CH3:10])=[O:8].[Cl-].[NH4+]. The catalyst is C(O)C.O.[Fe]. The product is [NH2:13][C:4]1[C:5]([CH3:12])=[C:6]([CH:11]=[C:2]([Cl:1])[CH:3]=1)[C:7]([O:9][CH3:10])=[O:8]. The yield is 0.860.